Dataset: Peptide-MHC class I binding affinity with 185,985 pairs from IEDB/IMGT. Task: Regression. Given a peptide amino acid sequence and an MHC pseudo amino acid sequence, predict their binding affinity value. This is MHC class I binding data. (1) The binding affinity (normalized) is 0.438. The peptide sequence is VPPYFPKGSL. The MHC is H-2-Kb with pseudo-sequence H-2-Kb. (2) The peptide sequence is LQLTAVFAY. The MHC is HLA-B46:01 with pseudo-sequence HLA-B46:01. The binding affinity (normalized) is 0.0847. (3) The peptide sequence is RMFRWLVLRI. The binding affinity (normalized) is 0.891. The MHC is HLA-A02:03 with pseudo-sequence HLA-A02:03. (4) The binding affinity (normalized) is 0.0847. The peptide sequence is EIKDRILSY. The MHC is HLA-B15:09 with pseudo-sequence HLA-B15:09.